Dataset: Reaction yield outcomes from USPTO patents with 853,638 reactions. Task: Predict the reaction yield, written as a fraction of the theoretical maximum amount of product (1.0 means a 100% yield; for example, 0.34 means a 34% yield). (1) The product is [Br:1][C:2]1[CH:3]=[N:4][C:5]([F:13])=[C:6]([CH:11]=1)[C:7]([O:9][CH3:10])=[O:8]. The yield is 0.570. The catalyst is CS(C)=O.O. The reactants are [Br:1][C:2]1[CH:3]=[N:4][C:5](Cl)=[C:6]([CH:11]=1)[C:7]([O:9][CH3:10])=[O:8].[F-:13].[Cs+]. (2) The reactants are CS(C)=O.[CH:5]1([CH:11]([OH:20])[CH:12]([C:14]2[CH:19]=[CH:18][CH:17]=[CH:16][CH:15]=2)[CH3:13])[CH2:10][CH2:9][CH2:8][CH2:7][CH2:6]1.O=P12OP3(OP(OP(O3)(O1)=O)(=O)O2)=O.CCN(CC)CC. The catalyst is C(Cl)Cl. The product is [C:14]1([CH:12]([C:11]([CH:5]2[CH2:10][CH2:9][CH2:8][CH2:7][CH2:6]2)=[O:20])[CH3:13])[CH:19]=[CH:18][CH:17]=[CH:16][CH:15]=1. The yield is 0.854. (3) The yield is 0.350. The product is [C:14]([C:16]1[CH:21]=[CH:20][CH:19]=[CH:18][C:17]=1[C:2]1[CH:11]=[CH:10][C:5]([C:6]([O:8][CH3:9])=[O:7])=[C:4]([O:12][CH3:13])[CH:3]=1)#[N:15]. The reactants are Br[C:2]1[CH:11]=[CH:10][C:5]([C:6]([O:8][CH3:9])=[O:7])=[C:4]([O:12][CH3:13])[CH:3]=1.[C:14]([C:16]1[CH:21]=[CH:20][CH:19]=[CH:18][C:17]=1B(O)O)#[N:15].C(=O)([O-])[O-].[Cs+].[Cs+].C(OCC)(=O)C. The catalyst is O1CCCC1.C1C=CC(P(C2C=CC=CC=2)[C-]2C=CC=C2)=CC=1.C1C=CC(P(C2C=CC=CC=2)[C-]2C=CC=C2)=CC=1.Cl[Pd]Cl.[Fe+2].O. (4) The reactants are Cl[Si](C)(C)C.[I-].[Na+].C[O:9][C:10]1[C:15]([C:16]2[N:20]([C:21]3[CH:26]=[CH:25][CH:24]=[CH:23][CH:22]=3)[N:19]=[CH:18][CH:17]=2)=[N:14][N:13]([C:27]2[CH:32]=[CH:31][CH:30]=[C:29]([C:33]([F:36])([F:35])[F:34])[CH:28]=2)[C:12](=[O:37])[CH:11]=1.O. The catalyst is CC#N. The product is [OH:37][C:12]1[N:13]([C:27]2[CH:32]=[CH:31][CH:30]=[C:29]([C:33]([F:35])([F:34])[F:36])[CH:28]=2)[N:14]=[C:15]([C:16]2[N:20]([C:21]3[CH:22]=[CH:23][CH:24]=[CH:25][CH:26]=3)[N:19]=[CH:18][CH:17]=2)[C:10](=[O:9])[CH:11]=1. The yield is 0.730.